Dataset: Experimentally validated miRNA-target interactions with 360,000+ pairs, plus equal number of negative samples. Task: Binary Classification. Given a miRNA mature sequence and a target amino acid sequence, predict their likelihood of interaction. (1) The miRNA is hsa-miR-3927-3p with sequence CAGGUAGAUAUUUGAUAGGCAU. The protein sequence of the target gene is MNIMDFNVKKLAADAGTFLSRAVQFTEEKLGQAEKTELDAHLENLLSKAECTKIWTEKIMKQTEVLLQPNPNARIEEFVYEKLDRKAPSRINNPELLGQYMIDAGTEFGPGTAYGNALIKCGETQKRIGTADRELIQTSALNFLTPLRNFIEGDYKTIAKERKLLQNKRLDLDAAKTRLKKAKAAETRNSSEQELRITQSEFDRQAEITRLLLEGISSTHAHHLRCLNDFVEAQMTYYAQCYQYMLDLQKQLGSFPSNYLSNNNQTSVTPVPSVLPNAIGSSAMASTSGLVITSPSNLSD.... Result: 1 (interaction). (2) Result: 1 (interaction). The miRNA is hsa-miR-6777-3p with sequence UCCACUCUCCUGGCCCCCAG. The protein sequence of the target gene is MATRVEVGSITPLTAVPGLGEMGKEETLTRTYFLQAGEASGAPPARILEAKSPLRSPARLLPLPRLAPKPFSKEQDVKSPVPSLRPSSTGPSPSGGLSEEPAAKDLDNRMPGLVGQEVGSGEGPRTSSPLFNKAVFLRPSSSTMILFETTKSGPALGKAVSEGAEEAKLGVSGSRPEVAAKPALPTQKPAGTLPRSAPLSQDTKPPVPQEEAGQDHPPSKASSVEDTARPLVEPRPRLKRRPVSAIFTESIQPQKPGPGAAATVGKVPPTPPEKTWVRKPRPLSMDLTARFENKEALLRK.... (3) The miRNA is mmu-miR-149-5p with sequence UCUGGCUCCGUGUCUUCACUCCC. The protein sequence of the target gene is MATHRTLLMCLGLPLFFPGALAQNHAPPGCSPDLDPLYYNLCDRSGAWGIVSEAVAGAGIITTFVLTIILVASLPFVQDTKKRSLLGTQVFFLLGTLGLFCLVFACVVKPDFSTCASRRFLFGVLFAICFSCLVAHVLSLNFLTRKNHGPRGWVIFTVALLLTLVEVIINTEWLIITLVRGGGQVSPLGNVSADSTMTSPCAIANMDFVMALIYVMLLLLTAFLGAWPTLCGRFKRWRKHGVFVLLTTVISIAIWVVWIVMYTYGNEQHHSPTWDDPTLAIALAANAWTFVLFYVIPEVS.... Result: 1 (interaction).